This data is from NCI-60 drug combinations with 297,098 pairs across 59 cell lines. The task is: Regression. Given two drug SMILES strings and cell line genomic features, predict the synergy score measuring deviation from expected non-interaction effect. (1) Drug 1: COCCOC1=C(C=C2C(=C1)C(=NC=N2)NC3=CC=CC(=C3)C#C)OCCOC.Cl. Drug 2: N.N.Cl[Pt+2]Cl. Cell line: SK-MEL-5. Synergy scores: CSS=69.4, Synergy_ZIP=-2.48, Synergy_Bliss=-2.16, Synergy_Loewe=-1.48, Synergy_HSA=1.29. (2) Drug 1: CC1C(C(CC(O1)OC2CC(CC3=C2C(=C4C(=C3O)C(=O)C5=C(C4=O)C(=CC=C5)OC)O)(C(=O)C)O)N)O.Cl. Drug 2: CCC1(CC2CC(C3=C(CCN(C2)C1)C4=CC=CC=C4N3)(C5=C(C=C6C(=C5)C78CCN9C7C(C=CC9)(C(C(C8N6C)(C(=O)OC)O)OC(=O)C)CC)OC)C(=O)OC)O.OS(=O)(=O)O. Cell line: T-47D. Synergy scores: CSS=24.7, Synergy_ZIP=-9.07, Synergy_Bliss=2.62, Synergy_Loewe=0.792, Synergy_HSA=4.21. (3) Drug 1: CC1OCC2C(O1)C(C(C(O2)OC3C4COC(=O)C4C(C5=CC6=C(C=C35)OCO6)C7=CC(=C(C(=C7)OC)O)OC)O)O. Drug 2: C1C(C(OC1N2C=C(C(=O)NC2=O)F)CO)O. Cell line: OVCAR-8. Synergy scores: CSS=49.3, Synergy_ZIP=-0.324, Synergy_Bliss=-0.872, Synergy_Loewe=-4.14, Synergy_HSA=4.34.